From a dataset of Forward reaction prediction with 1.9M reactions from USPTO patents (1976-2016). Predict the product of the given reaction. (1) Given the reactants [CH2:1]([O:5][N:6]=[CH:7][C:8]1[CH:13]=[CH:12][C:11]([F:14])=[CH:10][CH:9]=1)[CH:2]([CH3:4])[CH3:3].C([BH3-])#N.[Na+], predict the reaction product. The product is: [F:14][C:11]1[CH:10]=[CH:9][C:8]([CH2:7][NH:6][O:5][CH2:1][CH:2]([CH3:4])[CH3:3])=[CH:13][CH:12]=1. (2) Given the reactants Cl[C:2]1[N:7]=[C:6]([Cl:8])[C:5]([C:9]([F:12])([F:11])[F:10])=[CH:4][N:3]=1.[NH2:13][C:14]1[CH:19]=[CH:18][C:17]([CH:20]2[CH2:23][N:22]([C:24]([O:26][C:27]([CH3:30])([CH3:29])[CH3:28])=[O:25])[CH2:21]2)=[CH:16][CH:15]=1.CCN(CC)CC, predict the reaction product. The product is: [Cl:8][C:6]1[C:5]([C:9]([F:12])([F:11])[F:10])=[CH:4][N:3]=[C:2]([NH:13][C:14]2[CH:15]=[CH:16][C:17]([CH:20]3[CH2:21][N:22]([C:24]([O:26][C:27]([CH3:30])([CH3:29])[CH3:28])=[O:25])[CH2:23]3)=[CH:18][CH:19]=2)[N:7]=1. (3) The product is: [Cl:27][C:28]1[CH:33]=[C:32]([N:34]2[CH:38]=[CH:37][CH:36]=[N:35]2)[CH:31]=[CH:30][C:29]=1[C:39]([N:41]1[C:47]2[CH:48]=[CH:49][CH:50]=[CH:51][C:46]=2[CH2:45][N:44]([C:16]([N:1]2[CH2:5][CH2:4][CH2:3][CH2:2]2)=[O:18])[C@H:43]([CH3:52])[CH2:42]1)=[O:40]. Given the reactants [NH:1]1[CH2:5][CH2:4][CH2:3][CH2:2]1.C(N(CC)C(C)C)(C)C.Cl[C:16](Cl)([O:18]C(=O)OC(Cl)(Cl)Cl)Cl.[Cl:27][C:28]1[CH:33]=[C:32]([N:34]2[CH:38]=[CH:37][CH:36]=[N:35]2)[CH:31]=[CH:30][C:29]=1[C:39]([N:41]1[C:47]2[CH:48]=[CH:49][CH:50]=[CH:51][C:46]=2[CH2:45][NH:44][C@H:43]([CH3:52])[CH2:42]1)=[O:40], predict the reaction product. (4) Given the reactants [ClH:1].[CH3:2][N:3]([CH2:5][C@H:6]([C:14]1([OH:20])[CH2:19][CH2:18][CH2:17][CH2:16][CH2:15]1)[C:7]1[CH:12]=[CH:11][C:10]([OH:13])=[CH:9][CH:8]=1)[CH3:4].CO.Cl.COC(C)(C)C, predict the reaction product. The product is: [CH3:2][N:3]([CH2:5][C@H:6]([C:14]1([OH:20])[CH2:19][CH2:18][CH2:17][CH2:16][CH2:15]1)[C:7]1[CH:12]=[CH:11][C:10]([OH:13])=[CH:9][CH:8]=1)[CH3:4].[ClH:1].[CH3:4][N:3]([CH3:2])[CH2:5][CH:6]([C:14]1([OH:20])[CH2:15][CH2:16][CH2:17][CH2:18][CH2:19]1)[C:7]1[CH:12]=[CH:11][C:10]([OH:13])=[CH:9][CH:8]=1. (5) Given the reactants [F:1][C:2]1[CH:18]=[CH:17][CH:16]=[CH:15][C:3]=1[CH2:4][N:5]1[C:9]2=[N:10][CH:11]=[N:12][CH:13]=[C:8]2[C:7](I)=[N:6]1.[Cu][C:20]#[N:21], predict the reaction product. The product is: [F:1][C:2]1[CH:18]=[CH:17][CH:16]=[CH:15][C:3]=1[CH2:4][N:5]1[C:9]2=[N:10][CH:11]=[N:12][CH:13]=[C:8]2[C:7]([C:20]#[N:21])=[N:6]1. (6) Given the reactants Br[C:2]1[CH:3]=[C:4]([C:15]([O:17][CH3:18])=[O:16])[CH:5]=[C:6]([CH:14]=1)[C:7]([O:9][C:10]([CH3:13])([CH3:12])[CH3:11])=[O:8].[Br-].[CH3:20][C:21]1[CH:22]=[CH:23][C:24]([Zn+])=[N:25][CH:26]=1.[K+].[K+].[K+].C(N(CC([O-])=O)CC(O)=O)CN(CC([O-])=O)CC([O-])=O.ClCCl, predict the reaction product. The product is: [CH3:20][C:21]1[CH:22]=[CH:23][C:24]([C:2]2[CH:3]=[C:4]([C:15]([O:17][CH3:18])=[O:16])[CH:5]=[C:6]([CH:14]=2)[C:7]([O:9][C:10]([CH3:13])([CH3:12])[CH3:11])=[O:8])=[N:25][CH:26]=1. (7) The product is: [CH:21]1[C:16]([CH2:15][C@@H:14]([NH2:25])[CH2:13][C:12]([N:10]2[CH2:11][C:6]3=[N:5][N:4]=[C:3]([C:2]([F:35])([F:34])[F:1])[N:7]3[CH2:8][CH2:9]2)=[O:33])=[C:17]([F:24])[CH:18]=[C:19]([F:23])[C:20]=1[F:22]. Given the reactants [F:1][C:2]([F:35])([F:34])[C:3]1[N:7]2[CH2:8][CH2:9][N:10]([C:12](=[O:33])[CH2:13][C@H:14]([NH:25]C(=O)OC(C)(C)C)[CH2:15][C:16]3[CH:21]=[C:20]([F:22])[C:19]([F:23])=[CH:18][C:17]=3[F:24])[CH2:11][C:6]2=[N:5][N:4]=1.Cl, predict the reaction product. (8) Given the reactants C([Si]([C:11]#[C:12][C:13]1[CH:18]=[CH:17][N:16]2[CH:19]=[CH:20][N:21]=[C:15]2[CH:14]=1)(C(C)C)C(C)C)(C)C.[F-].C([N+](CCCC)(CCCC)CCCC)CCC, predict the reaction product. The product is: [C:12]([C:13]1[CH:18]=[CH:17][N:16]2[CH:19]=[CH:20][N:21]=[C:15]2[CH:14]=1)#[CH:11]. (9) Given the reactants [Si]([O:8][CH2:9][CH2:10][O:11][C:12](=[O:28])[C:13]1[CH:18]=[CH:17][CH:16]=[C:15]([F:19])[C:14]=1[NH:20][C:21]([O:23][C:24]([CH3:27])([CH3:26])[CH3:25])=[O:22])(C(C)(C)C)(C)C.[F-].C([N+](CCCC)(CCCC)CCCC)CCC.[Cl-].[NH4+], predict the reaction product. The product is: [OH:8][CH2:9][CH2:10][O:11][C:12](=[O:28])[C:13]1[CH:18]=[CH:17][CH:16]=[C:15]([F:19])[C:14]=1[NH:20][C:21]([O:23][C:24]([CH3:26])([CH3:25])[CH3:27])=[O:22]. (10) Given the reactants [C:1]([O:5][C:6]([N:8]1[CH2:13][CH2:12][C:11]([C:21]([O:23][CH2:24][CH3:25])=[O:22])([CH2:14][CH2:15]OS(C)(=O)=O)[CH2:10][CH2:9]1)=[O:7])([CH3:4])([CH3:3])[CH3:2].[I-:26].[Na+].O, predict the reaction product. The product is: [C:1]([O:5][C:6]([N:8]1[CH2:13][CH2:12][C:11]([C:21]([O:23][CH2:24][CH3:25])=[O:22])([CH2:14][CH2:15][I:26])[CH2:10][CH2:9]1)=[O:7])([CH3:4])([CH3:3])[CH3:2].